The task is: Predict the reaction yield, written as a fraction of the theoretical maximum amount of product (1.0 means a 100% yield; for example, 0.34 means a 34% yield).. This data is from Reaction yield outcomes from USPTO patents with 853,638 reactions. (1) The reactants are [F:1][C:2]1[C:7]2[NH:8][C:9](=O)[CH2:10][CH2:11][NH:12][C:6]=2[CH:5]=[CH:4][CH:3]=1.COC1C=CC(P2(SP(C3C=CC(OC)=CC=3)(=S)S2)=[S:23])=CC=1. The catalyst is C1COCC1. The product is [F:1][C:2]1[C:7]2[NH:8][C:9](=[S:23])[CH2:10][CH2:11][NH:12][C:6]=2[CH:5]=[CH:4][CH:3]=1. The yield is 0.990. (2) The product is [N:2]1[CH:3]=[CH:4][N:5]2[C:14]=1[C:13]1[CH:12]=[CH:11][CH:10]=[CH:9][C:8]=1[N:7]=[C:6]2[NH:15][C:16](=[O:23])[C:17]1[CH:22]=[CH:21][CH:20]=[N:19][CH:18]=1. The catalyst is CN(C=O)C. The reactants are Br.[N:2]1[CH:3]=[CH:4][N:5]2[C:14]=1[C:13]1[CH:12]=[CH:11][CH:10]=[CH:9][C:8]=1[N:7]=[C:6]2[NH2:15].[C:16](O)(=[O:23])[C:17]1[CH:22]=[CH:21][CH:20]=[N:19][CH:18]=1.F[P-](F)(F)(F)(F)F.N1(O[P+](N2CCCC2)(N2CCCC2)N2CCCC2)C2C=CC=CC=2N=N1.C(N(CC)C(C)C)(C)C.C([O-])(O)=O.[Na+]. The yield is 0.390. (3) The reactants are Cl.C(OC([N:9]1[CH2:14][CH2:13][C:12]([C:16]2[S:17][CH:18]=[C:19]([C:21]3[C:22]([O:36][CH:37]4[CH2:40][CH2:39][CH2:38]4)=[C:23]4[C:28](=[CH:29][CH:30]=3)[N:27]([C:31]([O:33][CH3:34])=[O:32])[C@@H:26]([CH3:35])[CH2:25][CH2:24]4)[N:20]=2)([OH:15])[CH2:11][CH2:10]1)=O)(C)(C)C. The catalyst is O1CCOCC1. The product is [CH:37]1([O:36][C:22]2[C:21]([C:19]3[N:20]=[C:16]([C:12]4([OH:15])[CH2:11][CH2:10][NH:9][CH2:14][CH2:13]4)[S:17][CH:18]=3)=[CH:30][CH:29]=[C:28]3[C:23]=2[CH2:24][CH2:25][C@H:26]([CH3:35])[N:27]3[C:31]([O:33][CH3:34])=[O:32])[CH2:38][CH2:39][CH2:40]1. The yield is 0.590.